From a dataset of Full USPTO retrosynthesis dataset with 1.9M reactions from patents (1976-2016). Predict the reactants needed to synthesize the given product. Given the product [Br:1][C:2]1[C:14]2[C:13]3[C:8](=[CH:9][CH:10]=[C:11]([CH3:15])[CH:12]=3)[NH:7][C:6]=2[N:5]=[CH:4][CH:3]=1, predict the reactants needed to synthesize it. The reactants are: [Br:1][C:2]1[C:14]2[C:13]3[C:8](=[CH:9][CH:10]=[CH:11][CH:12]=3)[NH:7][C:6]=2[N:5]=[CH:4][CH:3]=1.[CH3:15]C1C=C2C(=CC=1)NC1=[N+]([O-])C=CC=C21.P(Br)(Br)(Br)=O.